Dataset: Forward reaction prediction with 1.9M reactions from USPTO patents (1976-2016). Task: Predict the product of the given reaction. (1) Given the reactants [N:1]1([CH2:7][CH2:8][CH2:9][O:10][C:11]2[CH:18]=[CH:17][CH:16]=[CH:15][C:12]=2[CH:13]=O)[CH2:6][CH2:5][CH2:4][CH2:3][CH2:2]1.[Cl:19][C:20]1[CH:26]=[CH:25][C:23]([NH2:24])=[CH:22][CH:21]=1.C(O[BH-](OC(=O)C)OC(=O)C)(=O)C.[Na+].[OH-].[Na+].[CH2:43]([Cl:45])[Cl:44], predict the reaction product. The product is: [NH3:1].[CH2:43]([Cl:45])[Cl:44].[Cl:19][C:20]1[CH:26]=[CH:25][C:23]([NH:24][CH2:13][C:12]2[CH:15]=[CH:16][CH:17]=[CH:18][C:11]=2[O:10][CH2:9][CH2:8][CH2:7][N:1]2[CH2:6][CH2:5][CH2:4][CH2:3][CH2:2]2)=[CH:22][CH:21]=1. (2) Given the reactants Br[C:2]1[C:7]([F:8])=[CH:6][C:5]([OH:9])=[C:4]([O:10][CH3:11])[CH:3]=1.CC1(C)C(C)(C)OB([C:20]2[CH:21]=[N:22][N:23]([C:25]([O:27][C:28]([CH3:31])([CH3:30])[CH3:29])=[O:26])[CH:24]=2)O1.P([O-])([O-])([O-])=O.[K+].[K+].[K+], predict the reaction product. The product is: [F:8][C:7]1[CH:6]=[C:5]([OH:9])[C:4]([O:10][CH3:11])=[CH:3][C:2]=1[C:20]1[CH:21]=[N:22][N:23]([C:25]([O:27][C:28]([CH3:31])([CH3:30])[CH3:29])=[O:26])[CH:24]=1. (3) Given the reactants [CH3:1][O:2][C:3]1[CH:49]=[CH:48][C:6]([CH2:7][N:8]([CH2:39][C:40]2[CH:45]=[CH:44][C:43]([O:46][CH3:47])=[CH:42][CH:41]=2)[C:9]2[N:14]=[C:13]([CH3:15])[N:12]=[C:11]([C:16]3[CH:17]=[C:18]([C@H:23]([N:25]4[CH2:30][CH2:29][N:28](C(OC(C)(C)C)=O)[CH2:27][C@@H:26]4[CH3:38])[CH3:24])[CH:19]=[N:20][C:21]=3[F:22])[CH:10]=2)=[CH:5][CH:4]=1.C(O)(C(F)(F)F)=O, predict the reaction product. The product is: [F:22][C:21]1[C:16]([C:11]2[N:12]=[C:13]([CH3:15])[N:14]=[C:9]([N:8]([CH2:7][C:6]3[CH:48]=[CH:49][C:3]([O:2][CH3:1])=[CH:4][CH:5]=3)[CH2:39][C:40]3[CH:41]=[CH:42][C:43]([O:46][CH3:47])=[CH:44][CH:45]=3)[CH:10]=2)=[CH:17][C:18]([C@H:23]([N:25]2[CH2:30][CH2:29][NH:28][CH2:27][C@@H:26]2[CH3:38])[CH3:24])=[CH:19][N:20]=1. (4) Given the reactants [N+:1]([C:4]1[CH:5]=[C:6]([CH:18]=[CH:19][C:20]=1[N+:21]([O-])=O)[O:7][C:8]1[C:17]2[C:12](=[CH:13][CH:14]=[CH:15][CH:16]=2)[N:11]=[CH:10][CH:9]=1)([O-])=O.CC(O)=O, predict the reaction product. The product is: [N:11]1[C:12]2[C:17](=[CH:16][CH:15]=[CH:14][CH:13]=2)[C:8]([O:7][C:6]2[CH:5]=[C:4]([NH2:1])[C:20]([NH2:21])=[CH:19][CH:18]=2)=[CH:9][CH:10]=1. (5) Given the reactants [Cl:1][C:2]1[CH:7]=[C:6]([Cl:8])[CH:5]=[CH:4][C:3]=1[C:9]1[CH:10]=[C:11]([CH:13]=[CH:14][CH:15]=1)N.[CH:16]([S:19][S:19][CH:16]([CH3:18])[CH3:17])([CH3:18])[CH3:17].N(OC(C)(C)C)=O, predict the reaction product. The product is: [Cl:1][C:2]1[CH:7]=[C:6]([Cl:8])[CH:5]=[CH:4][C:3]=1[C:9]1[CH:10]=[C:11]([S:19][CH:16]([CH3:18])[CH3:17])[CH:13]=[CH:14][CH:15]=1. (6) Given the reactants [NH2:1][C:2]1[CH:7]=[C:6]([CH2:8][S:9][C:10]2[C:15]([C:16]([NH:18][C:19]3[CH:24]=[C:23]([CH3:25])[CH:22]=[C:21]([CH3:26])[CH:20]=3)=[O:17])=[CH:14][CH:13]=[CH:12][N:11]=2)[CH:5]=[CH:4][N:3]=1.[CH:27](N1C2C=CC=CC=2N=N1)=[O:28], predict the reaction product. The product is: [CH3:26][C:21]1[CH:20]=[C:19]([NH:18][C:16]([C:15]2[C:10]([S:9][CH2:8][C:6]3[CH:5]=[CH:4][N:3]=[C:2]([NH:1][CH:27]=[O:28])[CH:7]=3)=[N:11][CH:12]=[CH:13][CH:14]=2)=[O:17])[CH:24]=[C:23]([CH3:25])[CH:22]=1. (7) Given the reactants [Br:1]CCCC#CC1C=C(NC(C2C=C(S(C3C=C4C(=C(C)C=3)N=CC(C(N)=O)=C4NC3C=CC=C(OC)C=3)(=O)=O)C=CC=2)=O)C=CC=1.O[CH2:49][CH2:50][CH2:51][CH2:52][CH2:53][CH2:54][O:55][CH2:56][CH2:57][CH2:58][CH2:59][C:60]1[CH:65]=[CH:64][C:63]([N:66]([CH3:101])[C:67]([C:69]2[CH:70]=[C:71]([S:75]([C:78]3[CH:79]=[C:80]4[C:85](=[C:86]([CH3:88])[CH:87]=3)[N:84]=[CH:83][C:82]([C:89]([NH2:91])=[O:90])=[C:81]4[NH:92][C:93]3[CH:98]=[CH:97][CH:96]=[C:95]([O:99][CH3:100])[CH:94]=3)(=[O:77])=[O:76])[CH:72]=[CH:73][CH:74]=2)=[O:68])=[CH:62][CH:61]=1, predict the reaction product. The product is: [Br:1][CH2:49][CH2:50][CH2:51][CH2:52][CH2:53][CH2:54][O:55][CH2:56][CH2:57][CH2:58][CH2:59][C:60]1[CH:65]=[CH:64][C:63]([N:66]([CH3:101])[C:67]([C:69]2[CH:70]=[C:71]([S:75]([C:78]3[CH:79]=[C:80]4[C:85](=[C:86]([CH3:88])[CH:87]=3)[N:84]=[CH:83][C:82]([C:89]([NH2:91])=[O:90])=[C:81]4[NH:92][C:93]3[CH:98]=[CH:97][CH:96]=[C:95]([O:99][CH3:100])[CH:94]=3)(=[O:77])=[O:76])[CH:72]=[CH:73][CH:74]=2)=[O:68])=[CH:62][CH:61]=1. (8) Given the reactants [Cl:1][C:2]1[N:7]=[C:6]([NH:8][C:9]2[CH:18]=[C:17]([N+:19]([O-])=O)[CH:16]=[CH:15][C:10]=2[C:11]([NH:13][CH3:14])=[O:12])[C:5]([Cl:22])=[CH:4][N:3]=1.Cl.[OH-].[Na+], predict the reaction product. The product is: [NH2:19][C:17]1[CH:16]=[CH:15][C:10]([C:11]([NH:13][CH3:14])=[O:12])=[C:9]([NH:8][C:6]2[C:5]([Cl:22])=[CH:4][N:3]=[C:2]([Cl:1])[N:7]=2)[CH:18]=1. (9) The product is: [F:16][C:17]1[CH:18]=[C:19]([NH:23][C:24]([N:8]2[CH2:7][CH2:6][N:5]([C:9]([O:11][C:12]([CH3:15])([CH3:14])[CH3:13])=[O:10])[CH2:4][CH:3]2[CH2:2][OH:1])=[O:25])[CH:20]=[CH:21][CH:22]=1. Given the reactants [OH:1][CH2:2][CH:3]1[NH:8][CH2:7][CH2:6][N:5]([C:9]([O:11][C:12]([CH3:15])([CH3:14])[CH3:13])=[O:10])[CH2:4]1.[F:16][C:17]1[CH:18]=[C:19]([N:23]=[C:24]=[O:25])[CH:20]=[CH:21][CH:22]=1, predict the reaction product.